Dataset: Catalyst prediction with 721,799 reactions and 888 catalyst types from USPTO. Task: Predict which catalyst facilitates the given reaction. (1) Reactant: F[C:2]1[N:7]=[CH:6][C:5]([C:8]2[CH:13]=[CH:12][C:11]([C:14]3[CH:15]=[CH:16][C:17]4[C:23](=[O:24])[NH:22][C:21]5[CH:25]=[C:26]([CH2:29][C:30]([O:32][CH3:33])=[O:31])[CH:27]=[CH:28][C:20]=5[NH:19][C:18]=4[CH:34]=3)=[CH:10][C:9]=2[O:35][CH3:36])=[CH:4][CH:3]=1.C(O)(=[O:39])C. Product: [CH3:36][O:35][C:9]1[CH:10]=[C:11]([C:14]2[CH:15]=[CH:16][C:17]3[C:23](=[O:24])[NH:22][C:21]4[CH:25]=[C:26]([CH2:29][C:30]([O:32][CH3:33])=[O:31])[CH:27]=[CH:28][C:20]=4[NH:19][C:18]=3[CH:34]=2)[CH:12]=[CH:13][C:8]=1[C:5]1[CH:4]=[CH:3][C:2](=[O:39])[NH:7][CH:6]=1. The catalyst class is: 69. (2) Reactant: [N+:1]([C:4]1[CH:12]=[C:11]2[C:7]([CH:8]=[N:9][NH:10]2)=[CH:6][CH:5]=1)([O-:3])=[O:2].[CH3:13][Si:14]([CH2:17][CH2:18][O:19][CH2:20]Cl)([CH3:16])[CH3:15].C(N(C(C)C)CC)(C)C.O. Product: [N+:1]([C:4]1[CH:12]=[C:11]2[C:7]([CH:8]=[N:9][N:10]2[CH2:20][O:19][CH2:18][CH2:17][Si:14]([CH3:16])([CH3:15])[CH3:13])=[CH:6][CH:5]=1)([O-:3])=[O:2]. The catalyst class is: 2.